This data is from TCR-epitope binding with 47,182 pairs between 192 epitopes and 23,139 TCRs. The task is: Binary Classification. Given a T-cell receptor sequence (or CDR3 region) and an epitope sequence, predict whether binding occurs between them. (1) The epitope is GTSGSPIVNR. The TCR CDR3 sequence is CASSYRGGRAGETQYF. Result: 1 (the TCR binds to the epitope). (2) The epitope is FSKQLQQSM. The TCR CDR3 sequence is CASSPGNNEQFF. Result: 0 (the TCR does not bind to the epitope). (3) The epitope is ELAGIGILTV. The TCR CDR3 sequence is CASSIGQGARGYTF. Result: 1 (the TCR binds to the epitope).